This data is from Catalyst prediction with 721,799 reactions and 888 catalyst types from USPTO. The task is: Predict which catalyst facilitates the given reaction. (1) Reactant: CO[C:3](=[O:39])[N:4]=[C:5](SC)[C:6](=[N:19][C:20]1[CH:25]=[CH:24][C:23]([C:26]#[N:27])=[C:22]([CH2:28][NH:29][C:30]([O:32][C:33]([CH3:36])([CH3:35])[CH3:34])=[O:31])[CH:21]=1)[C:7]1[CH:8]=[C:9]([O:17][CH3:18])[C:10]2[O:15][CH2:14][O:13][CH2:12][C:11]=2[CH:16]=1.C1COCC1.[CH3:45][O:46][C:47]([C:49]1[S:50][CH:51]=[CH:52][C:53]=1[NH:54][NH2:55])=[O:48]. Product: [CH3:45][O:46][C:47]([C:49]1[S:50][CH:51]=[CH:52][C:53]=1[N:54]1[C:3](=[O:39])[NH:4][C:5]([CH:6]([NH:19][C:20]2[CH:25]=[CH:24][C:23]([C:26]#[N:27])=[C:22]([CH2:28][NH:29][C:30]([O:32][C:33]([CH3:36])([CH3:35])[CH3:34])=[O:31])[CH:21]=2)[C:7]2[CH:8]=[C:9]([O:17][CH3:18])[C:10]3[O:15][CH2:14][O:13][CH2:12][C:11]=3[CH:16]=2)=[N:55]1)=[O:48]. The catalyst class is: 66. (2) Reactant: [CH3:1][O:2][C:3]1[CH:8]=[C:7]([N+:9]([O-])=O)[CH:6]=[CH:5][C:4]=1[C:12]1[CH:13]=[N:14][N:15]([CH3:17])[CH:16]=1. Product: [CH3:1][O:2][C:3]1[CH:8]=[C:7]([CH:6]=[CH:5][C:4]=1[C:12]1[CH:13]=[N:14][N:15]([CH3:17])[CH:16]=1)[NH2:9]. The catalyst class is: 43. (3) Reactant: [CH2:1]1[CH2:6][CH2:5][C:4]2([CH2:11][NH:10][C:8](=[O:9])[CH2:7]2)[CH2:3][CH2:2]1.[C:12](O[C:12]([O:14][C:15]([CH3:18])([CH3:17])[CH3:16])=[O:13])([O:14][C:15]([CH3:18])([CH3:17])[CH3:16])=[O:13]. Product: [C:15]([O:14][C:12]([N:10]1[C:8](=[O:9])[CH2:7][C:4]2([CH2:5][CH2:6][CH2:1][CH2:2][CH2:3]2)[CH2:11]1)=[O:13])([CH3:18])([CH3:17])[CH3:16]. The catalyst class is: 766.